This data is from NCI-60 drug combinations with 297,098 pairs across 59 cell lines. The task is: Regression. Given two drug SMILES strings and cell line genomic features, predict the synergy score measuring deviation from expected non-interaction effect. (1) Drug 1: CC12CCC3C(C1CCC2=O)CC(=C)C4=CC(=O)C=CC34C. Drug 2: C1=CN(C=N1)CC(O)(P(=O)(O)O)P(=O)(O)O. Cell line: SK-MEL-2. Synergy scores: CSS=-1.51, Synergy_ZIP=-13.2, Synergy_Bliss=-29.6, Synergy_Loewe=-29.3, Synergy_HSA=-30.0. (2) Cell line: SK-MEL-2. Drug 1: COC1=C(C=C2C(=C1)N=CN=C2NC3=CC(=C(C=C3)F)Cl)OCCCN4CCOCC4. Synergy scores: CSS=21.3, Synergy_ZIP=-5.71, Synergy_Bliss=1.28, Synergy_Loewe=-12.7, Synergy_HSA=2.20. Drug 2: C(CCl)NC(=O)N(CCCl)N=O. (3) Drug 1: CN(C)N=NC1=C(NC=N1)C(=O)N. Drug 2: CS(=O)(=O)OCCCCOS(=O)(=O)C. Cell line: HCT116. Synergy scores: CSS=7.65, Synergy_ZIP=-7.68, Synergy_Bliss=-4.83, Synergy_Loewe=-3.60, Synergy_HSA=-3.47. (4) Drug 1: CCCCCOC(=O)NC1=NC(=O)N(C=C1F)C2C(C(C(O2)C)O)O. Drug 2: CC1CCC2CC(C(=CC=CC=CC(CC(C(=O)C(C(C(=CC(C(=O)CC(OC(=O)C3CCCCN3C(=O)C(=O)C1(O2)O)C(C)CC4CCC(C(C4)OC)OCCO)C)C)O)OC)C)C)C)OC. Cell line: HCT116. Synergy scores: CSS=2.89, Synergy_ZIP=-2.57, Synergy_Bliss=-7.44, Synergy_Loewe=-0.974, Synergy_HSA=-5.62. (5) Drug 1: CC1=C(N=C(N=C1N)C(CC(=O)N)NCC(C(=O)N)N)C(=O)NC(C(C2=CN=CN2)OC3C(C(C(C(O3)CO)O)O)OC4C(C(C(C(O4)CO)O)OC(=O)N)O)C(=O)NC(C)C(C(C)C(=O)NC(C(C)O)C(=O)NCCC5=NC(=CS5)C6=NC(=CS6)C(=O)NCCC[S+](C)C)O. Drug 2: N.N.Cl[Pt+2]Cl. Cell line: MDA-MB-435. Synergy scores: CSS=14.3, Synergy_ZIP=-0.715, Synergy_Bliss=3.72, Synergy_Loewe=-0.0967, Synergy_HSA=-0.318. (6) Drug 1: C1CCC(C1)C(CC#N)N2C=C(C=N2)C3=C4C=CNC4=NC=N3. Synergy scores: CSS=-6.48, Synergy_ZIP=3.36, Synergy_Bliss=2.16, Synergy_Loewe=-4.10, Synergy_HSA=-3.29. Cell line: T-47D. Drug 2: CS(=O)(=O)OCCCCOS(=O)(=O)C.